From a dataset of NCI-60 drug combinations with 297,098 pairs across 59 cell lines. Regression. Given two drug SMILES strings and cell line genomic features, predict the synergy score measuring deviation from expected non-interaction effect. (1) Drug 1: CC1=C(C=C(C=C1)NC2=NC=CC(=N2)N(C)C3=CC4=NN(C(=C4C=C3)C)C)S(=O)(=O)N.Cl. Drug 2: C1CN(P(=O)(OC1)NCCCl)CCCl. Cell line: NCI/ADR-RES. Synergy scores: CSS=-0.823, Synergy_ZIP=1.96, Synergy_Bliss=1.52, Synergy_Loewe=0.750, Synergy_HSA=-0.792. (2) Drug 1: CC1=C2C(C(=O)C3(C(CC4C(C3C(C(C2(C)C)(CC1OC(=O)C(C(C5=CC=CC=C5)NC(=O)C6=CC=CC=C6)O)O)OC(=O)C7=CC=CC=C7)(CO4)OC(=O)C)O)C)OC(=O)C. Drug 2: C1=NC(=NC(=O)N1C2C(C(C(O2)CO)O)O)N. Cell line: SN12C. Synergy scores: CSS=5.87, Synergy_ZIP=-7.89, Synergy_Bliss=-14.1, Synergy_Loewe=-16.0, Synergy_HSA=-11.1. (3) Drug 1: CC1=C2C(C(=O)C3(C(CC4C(C3C(C(C2(C)C)(CC1OC(=O)C(C(C5=CC=CC=C5)NC(=O)OC(C)(C)C)O)O)OC(=O)C6=CC=CC=C6)(CO4)OC(=O)C)OC)C)OC. Drug 2: C1=NNC2=C1C(=O)NC=N2. Cell line: SW-620. Synergy scores: CSS=20.6, Synergy_ZIP=-3.13, Synergy_Bliss=-9.53, Synergy_Loewe=-43.6, Synergy_HSA=-10.7. (4) Drug 1: CC1=C2C(C(=O)C3(C(CC4C(C3C(C(C2(C)C)(CC1OC(=O)C(C(C5=CC=CC=C5)NC(=O)C6=CC=CC=C6)O)O)OC(=O)C7=CC=CC=C7)(CO4)OC(=O)C)O)C)OC(=O)C. Drug 2: CCN(CC)CCNC(=O)C1=C(NC(=C1C)C=C2C3=C(C=CC(=C3)F)NC2=O)C. Cell line: OVCAR-4. Synergy scores: CSS=8.08, Synergy_ZIP=-3.54, Synergy_Bliss=-0.115, Synergy_Loewe=-23.4, Synergy_HSA=-0.951. (5) Drug 1: CCC1(CC2CC(C3=C(CCN(C2)C1)C4=CC=CC=C4N3)(C5=C(C=C6C(=C5)C78CCN9C7C(C=CC9)(C(C(C8N6C)(C(=O)OC)O)OC(=O)C)CC)OC)C(=O)OC)O.OS(=O)(=O)O. Drug 2: C1=CN(C=N1)CC(O)(P(=O)(O)O)P(=O)(O)O. Cell line: SF-539. Synergy scores: CSS=4.41, Synergy_ZIP=-6.04, Synergy_Bliss=-9.91, Synergy_Loewe=-9.05, Synergy_HSA=-9.05. (6) Drug 1: CN(CC1=CN=C2C(=N1)C(=NC(=N2)N)N)C3=CC=C(C=C3)C(=O)NC(CCC(=O)O)C(=O)O. Drug 2: C1=CN(C(=O)N=C1N)C2C(C(C(O2)CO)O)O.Cl. Cell line: UACC62. Synergy scores: CSS=24.3, Synergy_ZIP=-4.40, Synergy_Bliss=-4.98, Synergy_Loewe=-4.25, Synergy_HSA=-1.89. (7) Drug 1: C1CCN(CC1)CCOC2=CC=C(C=C2)C(=O)C3=C(SC4=C3C=CC(=C4)O)C5=CC=C(C=C5)O. Drug 2: C1C(C(OC1N2C=NC(=NC2=O)N)CO)O. Cell line: NCI-H460. Synergy scores: CSS=9.62, Synergy_ZIP=-1.58, Synergy_Bliss=0.558, Synergy_Loewe=-3.53, Synergy_HSA=-1.79. (8) Drug 1: C1CN1C2=NC(=NC(=N2)N3CC3)N4CC4. Drug 2: C1C(C(OC1N2C=NC3=C2NC=NCC3O)CO)O. Cell line: NCIH23. Synergy scores: CSS=54.2, Synergy_ZIP=-1.30, Synergy_Bliss=-1.93, Synergy_Loewe=-9.79, Synergy_HSA=-3.59. (9) Drug 1: C1CN(CCN1C(=O)CCBr)C(=O)CCBr. Drug 2: COCCOC1=C(C=C2C(=C1)C(=NC=N2)NC3=CC=CC(=C3)C#C)OCCOC.Cl. Cell line: IGROV1. Synergy scores: CSS=35.1, Synergy_ZIP=2.48, Synergy_Bliss=7.61, Synergy_Loewe=6.57, Synergy_HSA=9.31. (10) Drug 1: C1=NC2=C(N=C(N=C2N1C3C(C(C(O3)CO)O)O)F)N. Drug 2: C1CN1C2=NC(=NC(=N2)N3CC3)N4CC4. Cell line: A549. Synergy scores: CSS=35.0, Synergy_ZIP=0.944, Synergy_Bliss=0.422, Synergy_Loewe=-10.2, Synergy_HSA=0.468.